Dataset: Catalyst prediction with 721,799 reactions and 888 catalyst types from USPTO. Task: Predict which catalyst facilitates the given reaction. (1) Reactant: [F:1][C:2]1[CH:7]=[CH:6][CH:5]=[C:4]([OH:8])[C:3]=1[NH:9][C:10](=[O:13])[O:11][CH3:12].CC#N.O.C1(C)C=CC(S(O)(=O)=O)=CC=1.[Cl:29]N1C(=O)CCC1=O. Product: [Cl:29][C:7]1[C:2]([F:1])=[C:3]([NH:9][C:10](=[O:13])[O:11][CH3:12])[C:4]([OH:8])=[CH:5][CH:6]=1. The catalyst class is: 22. (2) Reactant: C([O:5][C:6]([C:8]1([CH2:11][C:12]2[CH:13]=[N:14][C:15]([O:18][CH2:19][CH2:20][C:21]3[N:22]=[C:23]([C:27]4[CH:32]=[CH:31][CH:30]=[CH:29][CH:28]=4)[O:24][C:25]=3[CH3:26])=[CH:16][CH:17]=2)[CH2:10][CH2:9]1)=[O:7])(C)(C)C.FC(F)(F)C(O)=O. Product: [CH3:26][C:25]1[O:24][C:23]([C:27]2[CH:28]=[CH:29][CH:30]=[CH:31][CH:32]=2)=[N:22][C:21]=1[CH2:20][CH2:19][O:18][C:15]1[N:14]=[CH:13][C:12]([CH2:11][C:8]2([C:6]([OH:7])=[O:5])[CH2:9][CH2:10]2)=[CH:17][CH:16]=1. The catalyst class is: 520. (3) Reactant: Br[C:2]#[N:3].CC([O-])=O.[K+].[NH2:9][C:10]1[CH:15]=[CH:14][CH:13]=[CH:12][CH:11]=1. Product: [C:10]1([NH:9][C:2]#[N:3])[CH:15]=[CH:14][CH:13]=[CH:12][CH:11]=1. The catalyst class is: 5. (4) Reactant: [F:1][C:2]1[CH:7]=[CH:6][CH:5]=[CH:4][C:3]=1[C:8](=[O:11])[CH2:9][CH3:10].[Br:12]Br. Product: [Br:12][CH:9]([CH3:10])[C:8]([C:3]1[CH:4]=[CH:5][CH:6]=[CH:7][C:2]=1[F:1])=[O:11]. The catalyst class is: 15. (5) Reactant: C([O:3][C:4](=[O:32])[C@H:5]([CH3:31])[CH2:6][C@H:7]([NH:22][C:23]([C:25]1[O:29][N:28]=[C:27]([OH:30])[CH:26]=1)=[O:24])[CH2:8][C:9]1[CH:14]=[CH:13][C:12]([C:15]2[CH:20]=[CH:19][CH:18]=[C:17]([Cl:21])[CH:16]=2)=[CH:11][CH:10]=1)C.[OH-].[Na+].Cl. Product: [Cl:21][C:17]1[CH:16]=[C:15]([C:12]2[CH:13]=[CH:14][C:9]([CH2:8][C@@H:7]([NH:22][C:23]([C:25]3[O:29][N:28]=[C:27]([OH:30])[CH:26]=3)=[O:24])[CH2:6][C@@H:5]([CH3:31])[C:4]([OH:32])=[O:3])=[CH:10][CH:11]=2)[CH:20]=[CH:19][CH:18]=1. The catalyst class is: 8. (6) Reactant: C([O:3][C:4]([C:6]1[NH:7][C:8]2[C:13]([CH:14]=1)=[CH:12][C:11]([O:15][CH2:16][CH:17]1[CH2:22][CH2:21][N:20]([CH3:23])[CH2:19][CH2:18]1)=[CH:10][CH:9]=2)=[O:5])C.[OH-].[Na+].[ClH:26]. Product: [ClH:26].[CH3:23][N:20]1[CH2:21][CH2:22][CH:17]([CH2:16][O:15][C:11]2[CH:12]=[C:13]3[C:8](=[CH:9][CH:10]=2)[NH:7][C:6]([C:4]([OH:5])=[O:3])=[CH:14]3)[CH2:18][CH2:19]1. The catalyst class is: 24. (7) Reactant: [NH:1]([C:31]([O:33][CH2:34][CH:35]1[C:47]2[C:42](=[CH:43][CH:44]=[CH:45][CH:46]=2)[C:41]2[C:36]1=[CH:37][CH:38]=[CH:39][CH:40]=2)=[O:32])[C@H:2]([C:28]([OH:30])=O)[CH2:3][C:4]1[N:8]=[CH:7][N:6]([C:9]([C:22]2[CH:27]=[CH:26][CH:25]=[CH:24][CH:23]=2)([C:16]2[CH:21]=[CH:20][CH:19]=[CH:18][CH:17]=2)[C:10]2[CH:15]=[CH:14][CH:13]=[CH:12][CH:11]=2)[CH:5]=1.[NH:48]1[CH2:67][CH2:66][CH2:65][C@H:49]1[C:50]([NH:52][C@@H:53]([C:55]([O:57][CH2:58][C:59]1[CH:64]=[CH:63][CH:62]=[CH:61][CH:60]=1)=[O:56])[CH3:54])=[O:51].Cl.CN(C(ON1N=NC2C=CC=NC1=2)=[N+](C)C)C.F[P-](F)(F)(F)(F)F. Product: [NH:1]([C:31]([O:33][CH2:34][CH:35]1[C:36]2[C:41](=[CH:40][CH:39]=[CH:38][CH:37]=2)[C:42]2[C:47]1=[CH:46][CH:45]=[CH:44][CH:43]=2)=[O:32])[C@H:2]([C:28]([N:48]1[CH2:67][CH2:66][CH2:65][C@H:49]1[C:50]([NH:52][C@@H:53]([C:55]([O:57][CH2:58][C:59]1[CH:60]=[CH:61][CH:62]=[CH:63][CH:64]=1)=[O:56])[CH3:54])=[O:51])=[O:30])[CH2:3][C:4]1[N:8]=[CH:7][N:6]([C:9]([C:22]2[CH:27]=[CH:26][CH:25]=[CH:24][CH:23]=2)([C:16]2[CH:17]=[CH:18][CH:19]=[CH:20][CH:21]=2)[C:10]2[CH:15]=[CH:14][CH:13]=[CH:12][CH:11]=2)[CH:5]=1. The catalyst class is: 174.